Dataset: NCI-60 drug combinations with 297,098 pairs across 59 cell lines. Task: Regression. Given two drug SMILES strings and cell line genomic features, predict the synergy score measuring deviation from expected non-interaction effect. (1) Drug 1: C1C(C(OC1N2C=NC3=C(N=C(N=C32)Cl)N)CO)O. Drug 2: C1=NC2=C(N=C(N=C2N1C3C(C(C(O3)CO)O)F)Cl)N. Cell line: ACHN. Synergy scores: CSS=45.8, Synergy_ZIP=4.52, Synergy_Bliss=6.28, Synergy_Loewe=-2.25, Synergy_HSA=5.04. (2) Drug 1: CCC1=C2CN3C(=CC4=C(C3=O)COC(=O)C4(CC)O)C2=NC5=C1C=C(C=C5)O. Drug 2: CCC1=C2N=C(C=C(N2N=C1)NCC3=C[N+](=CC=C3)[O-])N4CCCCC4CCO. Cell line: T-47D. Synergy scores: CSS=28.1, Synergy_ZIP=-8.66, Synergy_Bliss=-5.74, Synergy_Loewe=-7.91, Synergy_HSA=-3.32. (3) Drug 1: CC1CCC2CC(C(=CC=CC=CC(CC(C(=O)C(C(C(=CC(C(=O)CC(OC(=O)C3CCCCN3C(=O)C(=O)C1(O2)O)C(C)CC4CCC(C(C4)OC)O)C)C)O)OC)C)C)C)OC. Drug 2: C#CCC(CC1=CN=C2C(=N1)C(=NC(=N2)N)N)C3=CC=C(C=C3)C(=O)NC(CCC(=O)O)C(=O)O. Cell line: IGROV1. Synergy scores: CSS=56.7, Synergy_ZIP=2.49, Synergy_Bliss=0.0170, Synergy_Loewe=-29.6, Synergy_HSA=-0.567. (4) Drug 1: CCCCC(=O)OCC(=O)C1(CC(C2=C(C1)C(=C3C(=C2O)C(=O)C4=C(C3=O)C=CC=C4OC)O)OC5CC(C(C(O5)C)O)NC(=O)C(F)(F)F)O. Drug 2: CC=C1C(=O)NC(C(=O)OC2CC(=O)NC(C(=O)NC(CSSCCC=C2)C(=O)N1)C(C)C)C(C)C. Cell line: NCIH23. Synergy scores: CSS=83.1, Synergy_ZIP=6.96, Synergy_Bliss=5.81, Synergy_Loewe=5.00, Synergy_HSA=8.22. (5) Drug 1: COC1=CC(=CC(=C1O)OC)C2C3C(COC3=O)C(C4=CC5=C(C=C24)OCO5)OC6C(C(C7C(O6)COC(O7)C8=CC=CS8)O)O. Drug 2: C1C(C(OC1N2C=NC3=C(N=C(N=C32)Cl)N)CO)O. Cell line: KM12. Synergy scores: CSS=20.7, Synergy_ZIP=-4.72, Synergy_Bliss=-5.68, Synergy_Loewe=0.739, Synergy_HSA=0.465.